From a dataset of Full USPTO retrosynthesis dataset with 1.9M reactions from patents (1976-2016). Predict the reactants needed to synthesize the given product. Given the product [Cl:1][C:2]1[C:11]2[S:10](=[O:12])(=[O:13])[N:9]([CH3:16])[N:8]=[CH:7][C:6]=2[CH:5]=[CH:4][C:3]=1[O:14][CH3:15], predict the reactants needed to synthesize it. The reactants are: [Cl:1][C:2]1[C:11]2[S:10](=[O:13])(=[O:12])[NH:9][N:8]=[CH:7][C:6]=2[CH:5]=[CH:4][C:3]=1[O:14][CH3:15].[CH3:16]I.